This data is from Catalyst prediction with 721,799 reactions and 888 catalyst types from USPTO. The task is: Predict which catalyst facilitates the given reaction. Reactant: Br[C:2]1[CH:3]=[C:4]([C:8]2[CH:13]=[CH:12][CH:11]=[CH:10][N:9]=2)[CH:5]=[CH:6][CH:7]=1.Cl[Si:15]([CH3:28])([C:22]1[CH:27]=[CH:26][CH:25]=[CH:24][CH:23]=1)[C:16]1[CH:21]=[CH:20][CH:19]=[CH:18][CH:17]=1. Product: [CH3:28][Si:15]([C:16]1[CH:21]=[CH:20][CH:19]=[CH:18][CH:17]=1)([C:22]1[CH:27]=[CH:26][CH:25]=[CH:24][CH:23]=1)[C:2]1[CH:3]=[C:4]([C:8]2[CH:13]=[CH:12][CH:11]=[CH:10][N:9]=2)[CH:5]=[CH:6][CH:7]=1. The catalyst class is: 1.